This data is from Peptide-MHC class I binding affinity with 185,985 pairs from IEDB/IMGT. The task is: Regression. Given a peptide amino acid sequence and an MHC pseudo amino acid sequence, predict their binding affinity value. This is MHC class I binding data. (1) The peptide sequence is KQINPPTVY. The MHC is HLA-A02:06 with pseudo-sequence HLA-A02:06. The binding affinity (normalized) is 0.703. (2) The binding affinity (normalized) is 0.117. The MHC is HLA-A68:02 with pseudo-sequence HLA-A68:02. The peptide sequence is NLNELVKHGL. (3) The peptide sequence is ISQAVHAAHAEINEAAATYQRTRALV. The MHC is H-2-Kb with pseudo-sequence H-2-Kb. The binding affinity (normalized) is 0.0735. (4) The peptide sequence is TTYKLNVGDY. The MHC is HLA-A24:02 with pseudo-sequence HLA-A24:02. The binding affinity (normalized) is 0. (5) The peptide sequence is GRYNLISPK. The MHC is HLA-B15:01 with pseudo-sequence HLA-B15:01. The binding affinity (normalized) is 0.0847. (6) The peptide sequence is SLGCKPLTM. The binding affinity (normalized) is 0.526. The MHC is HLA-B08:01 with pseudo-sequence HLA-B08:01. (7) The MHC is HLA-B27:03 with pseudo-sequence HLA-B27:03. The peptide sequence is NMVADLWHA. The binding affinity (normalized) is 0.0847. (8) The peptide sequence is MTRVTNNVY. The binding affinity (normalized) is 1.00. The MHC is HLA-A30:01 with pseudo-sequence HLA-A30:01. (9) The peptide sequence is NYPYLFEEHL. The MHC is HLA-A24:02 with pseudo-sequence HLA-A24:02. The binding affinity (normalized) is 0.364.